This data is from NCI-60 drug combinations with 297,098 pairs across 59 cell lines. The task is: Regression. Given two drug SMILES strings and cell line genomic features, predict the synergy score measuring deviation from expected non-interaction effect. (1) Drug 1: CC1OCC2C(O1)C(C(C(O2)OC3C4COC(=O)C4C(C5=CC6=C(C=C35)OCO6)C7=CC(=C(C(=C7)OC)O)OC)O)O. Drug 2: C1=NC2=C(N1)C(=S)N=C(N2)N. Cell line: HS 578T. Synergy scores: CSS=36.3, Synergy_ZIP=-2.90, Synergy_Bliss=-3.77, Synergy_Loewe=-7.90, Synergy_HSA=-0.355. (2) Drug 2: CC1=C(C=C(C=C1)NC(=O)C2=CC=C(C=C2)CN3CCN(CC3)C)NC4=NC=CC(=N4)C5=CN=CC=C5. Synergy scores: CSS=4.38, Synergy_ZIP=-2.65, Synergy_Bliss=-3.69, Synergy_Loewe=-3.26, Synergy_HSA=-3.06. Cell line: NCI-H322M. Drug 1: CC1OCC2C(O1)C(C(C(O2)OC3C4COC(=O)C4C(C5=CC6=C(C=C35)OCO6)C7=CC(=C(C(=C7)OC)O)OC)O)O. (3) Drug 2: CC1C(C(CC(O1)OC2CC(CC3=C2C(=C4C(=C3O)C(=O)C5=C(C4=O)C(=CC=C5)OC)O)(C(=O)CO)O)N)O.Cl. Drug 1: CC1=CC=C(C=C1)C2=CC(=NN2C3=CC=C(C=C3)S(=O)(=O)N)C(F)(F)F. Cell line: A549. Synergy scores: CSS=30.5, Synergy_ZIP=0.0172, Synergy_Bliss=4.75, Synergy_Loewe=-6.55, Synergy_HSA=4.58. (4) Synergy scores: CSS=11.6, Synergy_ZIP=-1.12, Synergy_Bliss=2.80, Synergy_Loewe=-16.7, Synergy_HSA=-0.321. Drug 2: C1CNP(=O)(OC1)N(CCCl)CCCl. Cell line: RXF 393. Drug 1: CC1C(C(CC(O1)OC2CC(CC3=C2C(=C4C(=C3O)C(=O)C5=C(C4=O)C(=CC=C5)OC)O)(C(=O)C)O)N)O.Cl. (5) Drug 1: COC1=C(C=C2C(=C1)N=CN=C2NC3=CC(=C(C=C3)F)Cl)OCCCN4CCOCC4. Drug 2: C1=NNC2=C1C(=O)NC=N2. Cell line: CCRF-CEM. Synergy scores: CSS=30.2, Synergy_ZIP=-4.49, Synergy_Bliss=3.08, Synergy_Loewe=2.39, Synergy_HSA=4.43.